This data is from Reaction yield outcomes from USPTO patents with 853,638 reactions. The task is: Predict the reaction yield, written as a fraction of the theoretical maximum amount of product (1.0 means a 100% yield; for example, 0.34 means a 34% yield). The reactants are [F:1][C:2]1[CH:7]=[CH:6][C:5]([F:8])=[CH:4][C:3]=1[C@H:9]1[CH2:13][CH2:12][CH2:11][N:10]1[C:14]1[CH:15]=[CH:16][C:17]2[N:18]([C:20]([NH2:23])=[CH:21][N:22]=2)[N:19]=1.[CH3:24][S:25]([NH:28][C:29]1[CH:37]=[CH:36][C:32]([C:33](O)=[O:34])=[CH:31][CH:30]=1)(=[O:27])=[O:26].CN(C=O)C.CCN(C(C)C)C(C)C. The catalyst is CCOC(C)=O. The product is [F:1][C:2]1[CH:7]=[CH:6][C:5]([F:8])=[CH:4][C:3]=1[C@H:9]1[CH2:13][CH2:12][CH2:11][N:10]1[C:14]1[CH:15]=[CH:16][C:17]2[N:18]([C:20]([NH:23][C:33](=[O:34])[C:32]3[CH:36]=[CH:37][C:29]([NH:28][S:25]([CH3:24])(=[O:27])=[O:26])=[CH:30][CH:31]=3)=[CH:21][N:22]=2)[N:19]=1. The yield is 0.270.